This data is from Reaction yield outcomes from USPTO patents with 853,638 reactions. The task is: Predict the reaction yield, written as a fraction of the theoretical maximum amount of product (1.0 means a 100% yield; for example, 0.34 means a 34% yield). (1) The reactants are [Cl:1][C:2]1[C:10]([F:11])=[C:9]2[C:5]([C:6]([S:12][C:13]3[C:14]([F:24])=[C:15]([CH:21]=[CH:22][CH:23]=3)[C:16]([O:18][CH2:19][CH3:20])=[O:17])=[CH:7][NH:8]2)=[CH:4][CH:3]=1.Br[C:26]1[CH:27]=[N:28][CH:29]=[CH:30][CH:31]=1.N[C@@H]1CCCC[C@H]1N.[O-]P([O-])([O-])=O.[K+].[K+].[K+]. The catalyst is C1(C)C=CC=CC=1. The product is [Cl:1][C:2]1[C:10]([F:11])=[C:9]2[C:5]([C:6]([S:12][C:13]3[C:14]([F:24])=[C:15]([CH:21]=[CH:22][CH:23]=3)[C:16]([O:18][CH2:19][CH3:20])=[O:17])=[CH:7][N:8]2[C:26]2[CH:27]=[N:28][CH:29]=[CH:30][CH:31]=2)=[CH:4][CH:3]=1. The yield is 0.540. (2) The reactants are O.C1(C)C=CC(S(O)(=O)=O)=CC=1.[C:13]([CH:16]([CH2:22][C:23](=O)[C:24]1[CH:29]=[CH:28][CH:27]=[CH:26][CH:25]=1)[C:17]([O:19][CH2:20][CH3:21])=[O:18])(=O)[CH3:14].[O:31]1[CH2:36][CH2:35][N:34]([CH2:37][CH2:38][CH2:39][NH2:40])[CH2:33][CH2:32]1. The catalyst is C(O)C. The product is [CH3:14][C:13]1[N:40]([CH2:39][CH2:38][CH2:37][N:34]2[CH2:35][CH2:36][O:31][CH2:32][CH2:33]2)[C:23]([C:24]2[CH:29]=[CH:28][CH:27]=[CH:26][CH:25]=2)=[CH:22][C:16]=1[C:17]([O:19][CH2:20][CH3:21])=[O:18]. The yield is 1.00. (3) The reactants are C(OC([NH:8][C@H:9]([C:22]([O:24][CH3:25])=[O:23])[CH2:10][C:11]1[C:19]2[C:14](=[CH:15][CH:16]=[CH:17][CH:18]=2)[N:13]([CH:20]=[O:21])[CH:12]=1)=O)(C)(C)C.[ClH:26].O1CCOCC1. The catalyst is C(Cl)Cl. The product is [ClH:26].[CH:20]([N:13]1[C:14]2[C:19](=[CH:18][CH:17]=[CH:16][CH:15]=2)[C:11]([CH2:10][C@@H:9]([C:22]([O:24][CH3:25])=[O:23])[NH2:8])=[CH:12]1)=[O:21]. The yield is 0.990. (4) The reactants are [NH2:1][C:2]1[C:3]([C:9]([OH:11])=O)=[N:4][C:5]([Br:8])=[CH:6][N:7]=1.[CH3:12][C:13]1[CH:17]=[CH:16][S:15][C:14]=1[C:18]([NH:20][NH2:21])=[O:19].CCN(CC)CC.CN(C(ON1N=NC2C=CC=CC1=2)=[N+](C)C)C.[B-](F)(F)(F)F. The catalyst is CN(C=O)C.CCOC(C)=O.O. The product is [NH2:1][C:2]1[C:3]([C:9]([NH:21][NH:20][C:18]([C:14]2[S:15][CH:16]=[CH:17][C:13]=2[CH3:12])=[O:19])=[O:11])=[N:4][C:5]([Br:8])=[CH:6][N:7]=1. The yield is 0.360. (5) The reactants are [H-].[Al+3].[Li+].[H-].[H-].[H-].[Br:7][C:8](=[CH2:19])[CH2:9][CH:10]([C:15](OC)=[O:16])[C:11](OC)=[O:12].C([O-])(=O)CC([O-])=O. The catalyst is C(OCC)C. The product is [Br:7][C:8](=[CH2:19])[CH2:9][CH:10]([CH2:15][OH:16])[CH2:11][OH:12]. The yield is 0.860. (6) The reactants are [Cr](Cl)([O-])(=O)=O.[NH+]1C=CC=CC=1.[CH3:12][C:13](=[CH2:24])[CH:14]([C:18]1[CH:23]=[CH:22][CH:21]=[CH:20][CH:19]=1)[CH2:15][CH2:16][OH:17].C([O-])(=O)C.[Na+].C(OCC)C. The catalyst is ClCCl. The product is [CH3:24][C:13](=[CH2:12])[CH:14]([C:18]1[CH:23]=[CH:22][CH:21]=[CH:20][CH:19]=1)[CH2:15][CH:16]=[O:17]. The yield is 0.330. (7) The reactants are [C:1]1([N:7]2[C:12](=[O:13])[C:11]3[S:14][CH:15]=[C:16]([C:17]4[CH:22]=[CH:21][CH:20]=[CH:19][CH:18]=4)[C:10]=3[N:9]=[CH:8]2)[CH:6]=[CH:5][CH:4]=[CH:3][CH:2]=1.NC1C(C2C=CC=C(OC)C=2)=CSC=1C([O:39][CH3:40])=O.C(OCC)(OCC)OCC.[Cl:51]C1C=CC(N)=CC=1. The catalyst is C(O)(=O)C. The product is [Cl:51][C:4]1[CH:5]=[CH:6][C:1]([N:7]2[C:12](=[O:13])[C:11]3[S:14][CH:15]=[C:16]([C:17]4[CH:18]=[CH:19][CH:20]=[C:21]([O:39][CH3:40])[CH:22]=4)[C:10]=3[N:9]=[CH:8]2)=[CH:2][CH:3]=1. The yield is 0.119. (8) The reactants are C(=O)([O-])[O-].[K+].[K+].[F:7][C:8]1[CH:13]=[C:12]([N+:14]([O-:16])=[O:15])[CH:11]=[C:10]([F:17])[C:9]=1F.[CH2:19]([OH:26])[C:20]1[CH:25]=[CH:24][CH:23]=[CH:22][CH:21]=1. The catalyst is CN(C)C=O. The product is [CH2:19]([O:26][C:9]1[C:10]([F:17])=[CH:11][C:12]([N+:14]([O-:16])=[O:15])=[CH:13][C:8]=1[F:7])[C:20]1[CH:25]=[CH:24][CH:23]=[CH:22][CH:21]=1. The yield is 0.710.